Predict the reaction yield, written as a fraction of the theoretical maximum amount of product (1.0 means a 100% yield; for example, 0.34 means a 34% yield). From a dataset of Reaction yield outcomes from USPTO patents with 853,638 reactions. The reactants are CCN(C(C)C)C(C)C.[NH2:10][CH2:11][C@H:12]1[CH2:17][CH2:16][C@H:15]([CH2:18][NH:19][C:20](=[O:26])[O:21][C:22]([CH3:25])([CH3:24])[CH3:23])[CH2:14][CH2:13]1.[Cl:27][C:28]1[CH:29]=[C:30]([CH:34]=[C:35]([O:37][CH3:38])[N:36]=1)[C:31](O)=[O:32].CN(C(ON1N=NC2C=CC=CC1=2)=[N+](C)C)C.[B-](F)(F)(F)F. The catalyst is CN(C=O)C.O. The product is [Cl:27][C:28]1[CH:29]=[C:30]([CH:34]=[C:35]([O:37][CH3:38])[N:36]=1)[C:31]([NH:10][CH2:11][C@H:12]1[CH2:13][CH2:14][C@H:15]([CH2:18][NH:19][C:20](=[O:26])[O:21][C:22]([CH3:23])([CH3:25])[CH3:24])[CH2:16][CH2:17]1)=[O:32]. The yield is 0.940.